This data is from Reaction yield outcomes from USPTO patents with 853,638 reactions. The task is: Predict the reaction yield, written as a fraction of the theoretical maximum amount of product (1.0 means a 100% yield; for example, 0.34 means a 34% yield). (1) The reactants are C[Si]([N-][Si](C)(C)C)(C)C.[K+].C1(C)C=CC=CC=1.[CH:18]1([CH2:23][C:24]([O:26][CH2:27][C:28]2[CH:33]=[CH:32][CH:31]=[CH:30][CH:29]=2)=[O:25])[CH2:22][CH2:21][CH2:20][CH2:19]1.C1(S(N2C(C3C=CC=CC=3)O2)(=O)=[O:41])C=CC=CC=1. The catalyst is O1CCCC1.[Cl-].[NH4+]. The product is [CH:18]1([CH:23]([OH:41])[C:24]([O:26][CH2:27][C:28]2[CH:29]=[CH:30][CH:31]=[CH:32][CH:33]=2)=[O:25])[CH2:22][CH2:21][CH2:20][CH2:19]1. The yield is 0.940. (2) The reactants are [O:1]=[C:2]1[CH2:7][CH2:6][CH2:5][CH2:4][N:3]1[CH2:8][C:9]1[CH:18]=[CH:17][C:12]([C:13]([O:15]C)=[O:14])=[CH:11][CH:10]=1.O.[OH-].[Li+]. The catalyst is CO.O. The product is [O:1]=[C:2]1[CH2:7][CH2:6][CH2:5][CH2:4][N:3]1[CH2:8][C:9]1[CH:10]=[CH:11][C:12]([C:13]([OH:15])=[O:14])=[CH:17][CH:18]=1. The yield is 0.270. (3) The reactants are C(O)(C)(C)C.Cl[S:7]([N:10]=C=O)(=[O:9])=[O:8].C(OC(NS(Cl)(=O)=O)=O)(C)(C)C.[NH2:25][C:26]1[CH:31]=[CH:30][CH:29]=[CH:28][C:27]=1[C:32]1[CH:37]=[CH:36][C:35]([C:38]2[N:39]=[CH:40][C:41]([NH2:44])=[N:42][CH:43]=2)=[C:34]([F:45])[CH:33]=1.C(N(CC)CC)C. The catalyst is C(Cl)Cl. The product is [NH2:44][C:41]1[N:42]=[CH:43][C:38]([C:35]2[CH:36]=[CH:37][C:32]([C:27]3[CH:28]=[CH:29][CH:30]=[CH:31][C:26]=3[NH:25][S:7]([NH2:10])(=[O:9])=[O:8])=[CH:33][C:34]=2[F:45])=[N:39][CH:40]=1. The yield is 0.160. (4) The reactants are [C:1](OCC)(=O)[CH2:2][CH3:3].O.[NH2:9][NH2:10].C(S[C:14]([C:24]1[CH:29]=[CH:28][C:27]([F:30])=[CH:26][CH:25]=1)=[N:15][C:16]1[C:21]([CH3:22])=[CH:20][CH:19]=[CH:18][C:17]=1[CH3:23])C. The catalyst is C(O)CCC. The product is [CH3:23][C:17]1[CH:18]=[CH:19][CH:20]=[C:21]([CH3:22])[C:16]=1[N:15]1[C:14]([C:24]2[CH:29]=[CH:28][C:27]([F:30])=[CH:26][CH:25]=2)=[N:10][N:9]=[C:1]1[CH2:2][CH3:3]. The yield is 0.110. (5) The catalyst is C1COCC1. The product is [CH2:28]([O:27][NH:26][C:25]([C@@H:7]1[C@@H:8]([C:11]([N:13]2[CH2:14][CH2:15][N:16]([C:19]3[CH:20]=[CH:21][CH:22]=[CH:23][CH:24]=3)[CH2:17][CH2:18]2)=[O:12])[CH2:9][CH2:10][CH:5]([CH2:4][C:3]([OH:36])=[O:2])[CH2:6]1)=[O:35])[C:29]1[CH:30]=[CH:31][CH:32]=[CH:33][CH:34]=1. The yield is 0.870. The reactants are C[O:2][C:3](=[O:36])[CH2:4][CH:5]1[CH2:10][CH2:9][C@H:8]([C:11]([N:13]2[CH2:18][CH2:17][N:16]([C:19]3[CH:24]=[CH:23][CH:22]=[CH:21][CH:20]=3)[CH2:15][CH2:14]2)=[O:12])[C@@H:7]([C:25](=[O:35])[NH:26][O:27][CH2:28][C:29]2[CH:34]=[CH:33][CH:32]=[CH:31][CH:30]=2)[CH2:6]1.O.[OH-].[Li+].Cl. (6) The reactants are [CH3:1][CH:2]([CH2:28][CH3:29])[CH:3]([C:8]1[C:9]([CH3:27])=[N:10][C:11]([N:21]2[CH2:26][CH2:25][CH2:24][CH2:23][CH2:22]2)=[N:12][C:13]=1[C:14]1[CH:19]=[CH:18][C:17]([CH3:20])=[CH:16][CH:15]=1)[C:4]([O:6]C)=[O:5].[OH-].[Na+]. The catalyst is CO. The product is [CH3:1][CH:2]([CH2:28][CH3:29])[CH:3]([C:8]1[C:9]([CH3:27])=[N:10][C:11]([N:21]2[CH2:26][CH2:25][CH2:24][CH2:23][CH2:22]2)=[N:12][C:13]=1[C:14]1[CH:19]=[CH:18][C:17]([CH3:20])=[CH:16][CH:15]=1)[C:4]([OH:6])=[O:5]. The yield is 0.730. (7) The reactants are [F:1][C:2]1[CH:11]=[CH:10][C:5]([C:6]([O:8]C)=[O:7])=[CH:4][C:3]=1[C:12]#[C:13][C:14]1[CH:19]=[CH:18][CH:17]=[CH:16][N:15]=1.O.[OH-].[Li+]. The yield is 0.780. The product is [F:1][C:2]1[CH:11]=[CH:10][C:5]([C:6]([OH:8])=[O:7])=[CH:4][C:3]=1[C:12]#[C:13][C:14]1[CH:19]=[CH:18][CH:17]=[CH:16][N:15]=1. The catalyst is C1COCC1.CO.O. (8) The reactants are [CH:1]([O:4][C:5]1[C:14]([O:15][CH3:16])=[CH:13][CH:12]=[C:11]2[C:6]=1[CH2:7][CH2:8][CH2:9][CH2:10]2)([CH3:3])[CH3:2].O.[O:18]1CCOCC1. The catalyst is O1CCOCC1. The product is [CH:1]([O:4][C:5]1[C:14]([O:15][CH3:16])=[CH:13][CH:12]=[C:11]2[C:6]=1[CH2:7][CH2:8][CH2:9][C:10]2=[O:18])([CH3:3])[CH3:2]. The yield is 0.710.